Predict the reactants needed to synthesize the given product. From a dataset of Retrosynthesis with 50K atom-mapped reactions and 10 reaction types from USPTO. (1) Given the product CC(=O)C(C)N(C(=O)Cc1ccccc1F)C(C)(C)c1cccc(Cl)c1, predict the reactants needed to synthesize it. The reactants are: CC(=O)C(C)NC(C)(C)c1cccc(Cl)c1.O=C(Cl)Cc1ccccc1F. (2) Given the product N#Cc1ccc(NC(=O)N2CCN(c3nc(-c4ccccc4)ns3)CC2)cc1, predict the reactants needed to synthesize it. The reactants are: N#Cc1ccc(N=C=O)cc1.c1ccc(-c2nsc(N3CCNCC3)n2)cc1. (3) Given the product COC(=O)c1cc(C2CC2)c2c(C)c(-c3cnc4[nH]ccc4c3)ccn2c1=O, predict the reactants needed to synthesize it. The reactants are: CC1(C)OB(c2cnc3[nH]ccc3c2)OC1(C)C.COC(=O)c1cc(C2CC2)c2c(C)c(Cl)ccn2c1=O. (4) The reactants are: CCOC(=O)c1cc2cccc(N)c2[nH]1.O=C(O)c1cc(OCc2ccccc2F)cc(OCc2ccccc2F)c1. Given the product CCOC(=O)c1cc2cccc(NC(=O)c3cc(OCc4ccccc4F)cc(OCc4ccccc4F)c3)c2[nH]1, predict the reactants needed to synthesize it. (5) Given the product CCOC(C)n1nc(-c2cc3ccccc3[nH]2)c2cc(C(=O)O)sc21, predict the reactants needed to synthesize it. The reactants are: CCOC(=O)c1cc2c(-c3cc4ccccc4[nH]3)nn(C(C)OCC)c2s1. (6) Given the product CCn1cc(C(=O)O)c(=O)c2cc(F)c(N3CCOCC3)c(F)c21, predict the reactants needed to synthesize it. The reactants are: C1COCCN1.CCn1cc(C(=O)O)c(=O)c2cc(F)c(F)c(F)c21. (7) Given the product CNc1ccc(F)cc1B1OC(C)(C)C(C)(C)O1, predict the reactants needed to synthesize it. The reactants are: CC1(C)OB(B2OC(C)(C)C(C)(C)O2)OC1(C)C.CNc1ccc(F)cc1Br. (8) The reactants are: CN1CCc2c(N)cccc2C1.COc1cc(C)c(Cl)cc1C(=O)O. Given the product COc1cc(C)c(Cl)cc1C(=O)Nc1cccc2c1CCN(C)C2, predict the reactants needed to synthesize it.